Dataset: Catalyst prediction with 721,799 reactions and 888 catalyst types from USPTO. Task: Predict which catalyst facilitates the given reaction. Reactant: C(OC([NH:8][C@H:9]([C:16]([NH:18][C@@H:19]([CH2:31][CH2:32][C:33]([O:35][CH3:36])=[O:34])[C:20]([NH:22][CH2:23][C:24]1[CH:29]=[CH:28][C:27]([I:30])=[CH:26][CH:25]=1)=[O:21])=[O:17])[CH2:10][CH2:11][C:12]([O:14][CH3:15])=[O:13])=O)(C)(C)C. Product: [NH2:8][C@H:9]([C:16]([NH:18][C@@H:19]([CH2:31][CH2:32][C:33]([O:35][CH3:36])=[O:34])[C:20]([NH:22][CH2:23][C:24]1[CH:25]=[CH:26][C:27]([I:30])=[CH:28][CH:29]=1)=[O:21])=[O:17])[CH2:10][CH2:11][C:12]([O:14][CH3:15])=[O:13]. The catalyst class is: 157.